From a dataset of NCI-60 drug combinations with 297,098 pairs across 59 cell lines. Regression. Given two drug SMILES strings and cell line genomic features, predict the synergy score measuring deviation from expected non-interaction effect. (1) Drug 1: CC1C(C(CC(O1)OC2CC(CC3=C2C(=C4C(=C3O)C(=O)C5=C(C4=O)C(=CC=C5)OC)O)(C(=O)C)O)N)O.Cl. Drug 2: CN1C2=C(C=C(C=C2)N(CCCl)CCCl)N=C1CCCC(=O)O.Cl. Cell line: HOP-92. Synergy scores: CSS=32.4, Synergy_ZIP=-2.04, Synergy_Bliss=4.66, Synergy_Loewe=-6.14, Synergy_HSA=6.41. (2) Drug 2: C1=NC(=NC(=O)N1C2C(C(C(O2)CO)O)O)N. Cell line: ACHN. Drug 1: CC12CCC3C(C1CCC2=O)CC(=C)C4=CC(=O)C=CC34C. Synergy scores: CSS=48.4, Synergy_ZIP=0.108, Synergy_Bliss=-0.365, Synergy_Loewe=1.18, Synergy_HSA=1.44. (3) Drug 1: COC1=NC(=NC2=C1N=CN2C3C(C(C(O3)CO)O)O)N. Drug 2: CS(=O)(=O)CCNCC1=CC=C(O1)C2=CC3=C(C=C2)N=CN=C3NC4=CC(=C(C=C4)OCC5=CC(=CC=C5)F)Cl. Cell line: HT29. Synergy scores: CSS=-5.14, Synergy_ZIP=-1.51, Synergy_Bliss=-9.54, Synergy_Loewe=-11.4, Synergy_HSA=-9.92. (4) Drug 1: CC1=CC2C(CCC3(C2CCC3(C(=O)C)OC(=O)C)C)C4(C1=CC(=O)CC4)C. Drug 2: B(C(CC(C)C)NC(=O)C(CC1=CC=CC=C1)NC(=O)C2=NC=CN=C2)(O)O. Cell line: T-47D. Synergy scores: CSS=6.31, Synergy_ZIP=-4.18, Synergy_Bliss=-2.87, Synergy_Loewe=-3.65, Synergy_HSA=-3.65. (5) Drug 1: CCC1(CC2CC(C3=C(CCN(C2)C1)C4=CC=CC=C4N3)(C5=C(C=C6C(=C5)C78CCN9C7C(C=CC9)(C(C(C8N6C)(C(=O)OC)O)OC(=O)C)CC)OC)C(=O)OC)O.OS(=O)(=O)O. Drug 2: C(CN)CNCCSP(=O)(O)O. Cell line: SF-295. Synergy scores: CSS=1.63, Synergy_ZIP=0.484, Synergy_Bliss=0.618, Synergy_Loewe=0.337, Synergy_HSA=-1.65. (6) Drug 1: CN1C2=C(C=C(C=C2)N(CCCl)CCCl)N=C1CCCC(=O)O.Cl. Drug 2: CCC1(C2=C(COC1=O)C(=O)N3CC4=CC5=C(C=CC(=C5CN(C)C)O)N=C4C3=C2)O.Cl. Cell line: HT29. Synergy scores: CSS=44.4, Synergy_ZIP=4.54, Synergy_Bliss=6.58, Synergy_Loewe=-36.2, Synergy_HSA=5.95. (7) Drug 1: CC1=CC=C(C=C1)C2=CC(=NN2C3=CC=C(C=C3)S(=O)(=O)N)C(F)(F)F. Drug 2: C(=O)(N)NO. Cell line: SK-MEL-5. Synergy scores: CSS=-4.09, Synergy_ZIP=3.65, Synergy_Bliss=-1.08, Synergy_Loewe=-3.55, Synergy_HSA=-6.54. (8) Drug 1: CNC(=O)C1=NC=CC(=C1)OC2=CC=C(C=C2)NC(=O)NC3=CC(=C(C=C3)Cl)C(F)(F)F. Drug 2: CN(CCCl)CCCl.Cl. Cell line: CAKI-1. Synergy scores: CSS=-3.05, Synergy_ZIP=-1.17, Synergy_Bliss=3.54, Synergy_Loewe=-21.4, Synergy_HSA=-6.56.